Dataset: Catalyst prediction with 721,799 reactions and 888 catalyst types from USPTO. Task: Predict which catalyst facilitates the given reaction. (1) Reactant: [NH2:1][C:2]1[N:7]([C:8]2[CH:13]=[CH:12][C:11]([I:14])=[CH:10][C:9]=2[F:15])[C:6](=[O:16])[NH:5][C:4](=[O:17])[CH:3]=1.[CH3:18][N:19]([CH3:22])[CH:20]=O.CN(C(OC)OC)C.C(O)(C)C. Product: [F:15][C:9]1[CH:10]=[C:11]([I:14])[CH:12]=[CH:13][C:8]=1[N:7]1[C:2]([N:1]=[CH:18][N:19]([CH3:22])[CH3:20])=[CH:3][C:4](=[O:17])[NH:5][C:6]1=[O:16]. The catalyst class is: 6. (2) Reactant: C1C=C(Cl)C=C(C(OO)=O)C=1.[Cl:12][CH2:13][C:14]1[N:15]([CH2:27][CH2:28][NH:29][C:30](=[O:36])[O:31][C:32]([CH3:35])([CH3:34])[CH3:33])[C:16]2[C:25]3[CH:24]=[CH:23][CH:22]=[CH:21][C:20]=3[N:19]=[CH:18][C:17]=2[N:26]=1.[OH-].[NH4+:38].C1(C)C=CC(S(Cl)(=O)=O)=CC=1. The catalyst class is: 22. Product: [NH2:38][C:18]1[C:17]2[N:26]=[C:14]([CH2:13][Cl:12])[N:15]([CH2:27][CH2:28][NH:29][C:30](=[O:36])[O:31][C:32]([CH3:33])([CH3:35])[CH3:34])[C:16]=2[C:25]2[CH:24]=[CH:23][CH:22]=[CH:21][C:20]=2[N:19]=1.